This data is from Forward reaction prediction with 1.9M reactions from USPTO patents (1976-2016). The task is: Predict the product of the given reaction. (1) Given the reactants [C:1]([O:5][P:6]([CH:13](O)[C:14]1[C:19]([C:20]2[CH:25]=[CH:24][CH:23]=[CH:22][CH:21]=2)=[N:18][C:17]([CH3:26])=[C:16]2[O:27][C:28]([CH3:32])([CH3:31])[O:29][CH2:30][C:15]=12)(=[O:12])[O:7][C:8]([CH3:11])([CH3:10])[CH3:9])([CH3:4])([CH3:3])[CH3:2].CCN(S(F)(F)[F:40])CC, predict the reaction product. The product is: [C:1]([O:5][P:6]([CH:13]([F:40])[C:14]1[C:19]([C:20]2[CH:25]=[CH:24][CH:23]=[CH:22][CH:21]=2)=[N:18][C:17]([CH3:26])=[C:16]2[O:27][C:28]([CH3:32])([CH3:31])[O:29][CH2:30][C:15]=12)(=[O:12])[O:7][C:8]([CH3:11])([CH3:10])[CH3:9])([CH3:4])([CH3:3])[CH3:2]. (2) Given the reactants [CH2:1]([O:3][C:4](=[O:34])[CH2:5][CH2:6][C:7]1[CH:12]=[CH:11][C:10]([O:13][C:14]2[CH:19]=[C:18]([CH3:20])[CH:17]=[C:16]([O:21][C:22]3[CH:27]=[CH:26][C:25]([C:28]([F:31])([F:30])[F:29])=[CH:24][C:23]=3Br)[CH:15]=2)=[CH:9][C:8]=1[CH3:33])[CH3:2].[N:35]1[CH:40]=[CH:39][CH:38]=[C:37](B(O)O)[CH:36]=1.[F-].[Cs+].C(Cl)Cl, predict the reaction product. The product is: [CH2:1]([O:3][C:4](=[O:34])[CH2:5][CH2:6][C:7]1[CH:12]=[CH:11][C:10]([O:13][C:14]2[CH:15]=[C:16]([O:21][C:22]3[CH:27]=[CH:26][C:25]([C:28]([F:31])([F:30])[F:29])=[CH:24][C:23]=3[C:37]3[CH:36]=[N:35][CH:40]=[CH:39][CH:38]=3)[CH:17]=[C:18]([CH3:20])[CH:19]=2)=[CH:9][C:8]=1[CH3:33])[CH3:2]. (3) Given the reactants C[O:2][C:3](=O)[CH2:4][C:5](=O)[CH3:6].[F:9][C:10]([F:26])([F:25])[C:11]1[CH:12]=[C:13]([C:21](=O)[CH2:22]Br)[CH:14]=[C:15]([C:17]([F:20])([F:19])[F:18])[CH:16]=1.[CH:27]1([CH2:30][NH2:31])[CH2:29][CH2:28]1.[CH:32]1([NH2:38])[CH2:37][CH2:36][CH2:35][CH2:34][CH2:33]1, predict the reaction product. The product is: [CH:32]1([NH:38][C:3]([C:4]2[CH:22]=[C:21]([C:13]3[CH:12]=[C:11]([C:10]([F:26])([F:25])[F:9])[CH:16]=[C:15]([C:17]([F:20])([F:19])[F:18])[CH:14]=3)[N:31]([CH2:30][CH:27]3[CH2:29][CH2:28]3)[C:5]=2[CH3:6])=[O:2])[CH2:37][CH2:36][CH2:35][CH2:34][CH2:33]1. (4) Given the reactants Cl[C:2]1[N:7]=[C:6]([CH2:8][CH2:9][C:10]2[CH:15]=[CH:14][CH:13]=[CH:12][C:11]=2[CH2:16][C:17]([NH2:19])=[O:18])[C:5]([CH3:20])=[CH:4][N:3]=1.[NH2:21][C:22]1[CH:27]=[CH:26][C:25]([CH:28]([NH:30][C:31](=[O:37])[O:32][C:33]([CH3:36])([CH3:35])[CH3:34])[CH3:29])=[CH:24][CH:23]=1.C([O-])([O-])=O.[Cs+].[Cs+].CC1(C)C2C(=C(P(C3C=CC=CC=3)C3C=CC=CC=3)C=CC=2)OC2C(P(C3C=CC=CC=3)C3C=CC=CC=3)=CC=CC1=2, predict the reaction product. The product is: [NH2:19][C:17](=[O:18])[CH2:16][C:11]1[CH:12]=[CH:13][CH:14]=[CH:15][C:10]=1[CH2:9][CH2:8][C:6]1[C:5]([CH3:20])=[CH:4][N:3]=[C:2]([NH:21][C:22]2[CH:27]=[CH:26][C:25]([CH:28]([NH:30][C:31](=[O:37])[O:32][C:33]([CH3:36])([CH3:35])[CH3:34])[CH3:29])=[CH:24][CH:23]=2)[N:7]=1. (5) The product is: [CH2:22]([N:10]1[C:5]2[C:6](=[N:7][C:2]([Cl:1])=[CH:3][CH:4]=2)[CH:8]=[C:9]1[C:11]1[O:12][CH:13]=[CH:14][N:15]=1)[C:23]1[CH:28]=[CH:27][CH:26]=[CH:25][CH:24]=1. Given the reactants [Cl:1][C:2]1[N:7]=[C:6]2[CH:8]=[C:9]([C:11]3[O:12][CH:13]=[CH:14][N:15]=3)[NH:10][C:5]2=[CH:4][CH:3]=1.C([O-])([O-])=O.[Cs+].[Cs+].[CH2:22](Br)[C:23]1[CH:28]=[CH:27][CH:26]=[CH:25][CH:24]=1, predict the reaction product. (6) Given the reactants [F:1][C:2]([F:6])([F:5])[CH2:3][NH2:4].C(N(CC)CC)C.[CH:14]([C:16]1[CH:24]=[CH:23][C:19]([C:20](Cl)=[O:21])=[CH:18][CH:17]=1)=[O:15], predict the reaction product. The product is: [CH:14]([C:16]1[CH:24]=[CH:23][C:19]([C:20]([NH:4][CH2:3][C:2]([F:6])([F:5])[F:1])=[O:21])=[CH:18][CH:17]=1)=[O:15]. (7) Given the reactants [Cl:1][C:2]1[CH:11]=[C:10]([NH:12][C:13]([C:15]2[S:16][C:17]([Cl:20])=[CH:18][CH:19]=2)=[O:14])[CH:9]=[C:8]2[C:3]=1[CH2:4][CH2:5][N:6](C(=O)C(F)(F)F)[CH2:7]2.C(=O)([O-])[O-].[K+].[K+], predict the reaction product. The product is: [Cl:1][C:2]1[CH:11]=[C:10]([NH:12][C:13]([C:15]2[S:16][C:17]([Cl:20])=[CH:18][CH:19]=2)=[O:14])[CH:9]=[C:8]2[C:3]=1[CH2:4][CH2:5][NH:6][CH2:7]2. (8) Given the reactants [CH2:1]([O:8][C:9]1[CH:10]=[C:11]([NH:19][C:20]([O:22][C:23]([CH3:26])([CH3:25])[CH3:24])=[O:21])[CH:12]=[C:13]2[C:18]=1[N:17]=[CH:16][CH:15]=[CH:14]2)[C:2]1[CH:7]=[CH:6][CH:5]=[CH:4][CH:3]=1.C1C(=O)N([I:34])C(=O)C1, predict the reaction product. The product is: [CH2:1]([O:8][C:9]1[CH:10]=[C:11]([NH:19][C:20]([O:22][C:23]([CH3:26])([CH3:25])[CH3:24])=[O:21])[C:12]([I:34])=[C:13]2[C:18]=1[N:17]=[CH:16][CH:15]=[CH:14]2)[C:2]1[CH:7]=[CH:6][CH:5]=[CH:4][CH:3]=1.